From a dataset of NCI-60 drug combinations with 297,098 pairs across 59 cell lines. Regression. Given two drug SMILES strings and cell line genomic features, predict the synergy score measuring deviation from expected non-interaction effect. Drug 1: CNC(=O)C1=NC=CC(=C1)OC2=CC=C(C=C2)NC(=O)NC3=CC(=C(C=C3)Cl)C(F)(F)F. Drug 2: CC(C)NC(=O)C1=CC=C(C=C1)CNNC.Cl. Cell line: KM12. Synergy scores: CSS=1.16, Synergy_ZIP=1.61, Synergy_Bliss=4.10, Synergy_Loewe=2.21, Synergy_HSA=0.912.